Predict which catalyst facilitates the given reaction. From a dataset of Catalyst prediction with 721,799 reactions and 888 catalyst types from USPTO. Reactant: C(OC([N:8]1[CH2:11][CH:10]([O:12][C:13]2[CH:18]=[C:17]([F:19])[CH:16]=[CH:15][C:14]=2[C:20]([N:22]2[CH2:36][C:25]3=[C:26]4[N:31]([N:32]=[C:24]3[CH2:23]2)[C:30]([CH3:33])=[C:29]([Cl:34])[C:28]([CH3:35])=[N:27]4)=[O:21])[CH2:9]1)=O)(C)(C)C.C(O)(C(F)(F)F)=O. Product: [NH:8]1[CH2:11][CH:10]([O:12][C:13]2[CH:18]=[C:17]([F:19])[CH:16]=[CH:15][C:14]=2[C:20]([N:22]2[CH2:36][C:25]3=[C:26]4[N:31]([N:32]=[C:24]3[CH2:23]2)[C:30]([CH3:33])=[C:29]([Cl:34])[C:28]([CH3:35])=[N:27]4)=[O:21])[CH2:9]1. The catalyst class is: 2.